Task: Predict the product of the given reaction.. Dataset: Forward reaction prediction with 1.9M reactions from USPTO patents (1976-2016) (1) Given the reactants [F:1][C:2]1[CH:3]=[C:4]([CH:6]=[CH:7][C:8]=1[O:9][C:10]1[C:19]2[C:14](=[CH:15][C:16]([O:22][CH2:23][CH2:24][CH2:25][N:26]3[CH2:31][CH2:30][O:29][CH2:28][CH2:27]3)=[C:17]([O:20][CH3:21])[CH:18]=2)[N:13]=[CH:12][CH:11]=1)[NH2:5].[CH2:32]([N:39]1[CH:44]=[CH:43][N:42]=[C:41]([C:45](O)=[O:46])[C:40]1=[O:48])[C:33]1[CH:38]=[CH:37][CH:36]=[CH:35][CH:34]=1, predict the reaction product. The product is: [CH2:32]([N:39]1[CH:44]=[CH:43][N:42]=[C:41]([C:45]([NH:5][C:4]2[CH:6]=[CH:7][C:8]([O:9][C:10]3[C:19]4[C:14](=[CH:15][C:16]([O:22][CH2:23][CH2:24][CH2:25][N:26]5[CH2:31][CH2:30][O:29][CH2:28][CH2:27]5)=[C:17]([O:20][CH3:21])[CH:18]=4)[N:13]=[CH:12][CH:11]=3)=[C:2]([F:1])[CH:3]=2)=[O:46])[C:40]1=[O:48])[C:33]1[CH:34]=[CH:35][CH:36]=[CH:37][CH:38]=1. (2) The product is: [F:1][CH:2]([F:5])[CH2:3][O:4][C:13]1[CH:23]=[CH:22][C:21]([N+:24]([O-:26])=[O:25])=[CH:20][C:14]=1[C:15]([O:17][CH2:18][CH3:19])=[O:16]. Given the reactants [F:1][CH:2]([F:5])[CH2:3][OH:4].CC([O-])(C)C.[K+].F[C:13]1[CH:23]=[CH:22][C:21]([N+:24]([O-:26])=[O:25])=[CH:20][C:14]=1[C:15]([O:17][CH2:18][CH3:19])=[O:16], predict the reaction product. (3) Given the reactants [CH:1](=[O:10])[CH2:2][CH2:3][CH2:4][CH2:5][CH2:6][CH:7]([CH3:9])[CH3:8].N.[H][H].C(N)CCCCCC(C)C.C(NCCCCCCC(C)C)CCCCCC(C)C, predict the reaction product. The product is: [CH2:1]([OH:10])[CH2:2][CH2:3][CH2:4][CH2:5][CH2:6][CH:7]([CH3:9])[CH3:8]. (4) Given the reactants Br[C:2]1[N:7]=[C:6]([C:8]([NH:10][C:11]2[CH:12]=[N:13][CH:14]=[CH:15][C:16]=2[C@@H:17]2[CH2:22][C@H:21]([CH3:23])[CH2:20][C@H:19]([NH:24]C(=O)OC(C)(C)C)[CH2:18]2)=[O:9])[CH:5]=[CH:4][C:3]=1[F:32].[CH2:33]([O:35][C:36]1[C:37]([F:46])=[C:38](B(O)O)[C:39]([F:42])=[CH:40][CH:41]=1)[CH3:34].[F-].[K+].P(C(C)(C)C)(C(C)(C)C)C(C)(C)C, predict the reaction product. The product is: [NH2:24][C@H:19]1[CH2:20][C@@H:21]([CH3:23])[CH2:22][C@@H:17]([C:16]2[CH:15]=[CH:14][N:13]=[CH:12][C:11]=2[NH:10][C:8](=[O:9])[C:6]2[CH:5]=[CH:4][C:3]([F:32])=[C:2]([C:38]3[C:39]([F:42])=[CH:40][CH:41]=[C:36]([O:35][CH2:33][CH3:34])[C:37]=3[F:46])[N:7]=2)[CH2:18]1. (5) Given the reactants Cl.[C:2]([C:5]1[CH:10]=[CH:9][C:8]([CH2:11][NH:12][C:13]([C:15]2[CH:19]=[C:18]([CH3:20])[N:17]([C:21]3[CH:26]=[CH:25][C:24]([F:27])=[CH:23][CH:22]=3)[C:16]=2[CH3:28])=[O:14])=[CH:7][CH:6]=1)(=[NH:4])[NH2:3].C(=O)([O-])[O-].[K+].[K+].Cl[C:36]([O:38][CH3:39])=[O:37], predict the reaction product. The product is: [NH2:4]/[C:2](=[N:3]\[C:36](=[O:37])[O:38][CH3:39])/[C:5]1[CH:10]=[CH:9][C:8]([CH2:11][NH:12][C:13]([C:15]2[CH:19]=[C:18]([CH3:20])[N:17]([C:21]3[CH:22]=[CH:23][C:24]([F:27])=[CH:25][CH:26]=3)[C:16]=2[CH3:28])=[O:14])=[CH:7][CH:6]=1. (6) Given the reactants [OH:1][C:2]1[CH:3]=[C:4]([CH2:8][CH2:9][N:10]([CH2:17][CH:18]2[CH2:22][CH2:21][O:20][CH2:19]2)[CH2:11][C:12]([N:14]([CH3:16])[CH3:15])=[O:13])[CH:5]=[CH:6][CH:7]=1.Br[CH2:24][CH2:25][CH2:26][CH3:27].C(=O)([O-])[O-].[K+].[K+].[I].[K].[ClH:36], predict the reaction product. The product is: [ClH:36].[CH2:24]([O:1][C:2]1[CH:3]=[C:4]([CH2:8][CH2:9][N:10]([CH2:17][CH:18]2[CH2:22][CH2:21][O:20][CH2:19]2)[CH2:11][C:12]([N:14]([CH3:16])[CH3:15])=[O:13])[CH:5]=[CH:6][CH:7]=1)[CH2:25][CH2:26][CH3:27]. (7) Given the reactants Cl.[CH3:2][N:3]([CH3:10])[CH2:4]/[CH:5]=[CH:6]/[C:7](O)=[O:8].CN(C(ON1N=NC2C=CC=NC1=2)=[N+](C)C)C.F[P-](F)(F)(F)(F)F.C(N(C(C)C)CC)(C)C.[CH2:44]=[C:45]1[C:52]2[N:48]([C:49]3[N:66]=[CH:65][N:64]=[C:63]([NH2:67])[C:50]=3[C:51]=2[C:53]2[CH:54]=[N:55][C:56]3[C:61]([CH:62]=2)=[CH:60][CH:59]=[CH:58][CH:57]=3)[CH2:47][C@H:46]1[NH2:68].C(=O)(O)[O-].[Na+], predict the reaction product. The product is: [NH2:67][C:63]1[C:50]2[C:51]([C:53]3[CH:54]=[N:55][C:56]4[C:61]([CH:62]=3)=[CH:60][CH:59]=[CH:58][CH:57]=4)=[C:52]3[N:48]([C:49]=2[N:66]=[CH:65][N:64]=1)[CH2:47][C@@H:46]([NH:68][C:7](=[O:8])/[CH:6]=[CH:5]/[CH2:4][N:3]([CH3:10])[CH3:2])[C:45]3=[CH2:44]. (8) Given the reactants [N:1]12[CH2:8][CH2:7][CH:4]([CH2:5][CH2:6]1)[C@@H:3]([O:9][C:10](=[O:39])[N:11]([C:19]1[CH:24]=[CH:23][CH:22]=[C:21](OCCCCCCCCC3OCCO3)[CH:20]=1)[CH2:12][C:13]1[CH:18]=CC=[CH:15][CH:14]=1)[CH2:2]2.[C:40](=[O:43])([O-])[O-].[K+].[K+].[CH2:46]1[CH2:50][O:49][CH2:48][CH2:47]1, predict the reaction product. The product is: [N:1]12[CH2:6][CH2:5][CH:4]([CH2:7][CH2:8]1)[C@@H:3]([O:9][C:10](=[O:39])[N:11]([C:19]1[CH:20]=[CH:21][CH:22]=[CH:23][CH:24]=1)[CH2:12][C:13]1[CH:14]=[CH:15][CH:46]=[C:50]([O:49][CH2:48][CH2:47][CH2:23][CH2:24][CH2:19][CH2:20][CH2:21][CH2:22][CH:40]=[O:43])[CH:18]=1)[CH2:2]2. (9) Given the reactants Cl[C:2]1[C:11]2[C:6](=[CH:7][CH:8]=[C:9]([O:12][CH3:13])[CH:10]=2)[N:5]=[C:4]([C:14]2[CH:22]=[CH:21][C:17]([C:18]([OH:20])=[O:19])=[CH:16][CH:15]=2)[C:3]=1[F:23], predict the reaction product. The product is: [F:23][C:3]1[C:4]([C:14]2[CH:22]=[CH:21][C:17]([C:18]([OH:20])=[O:19])=[CH:16][CH:15]=2)=[N:5][C:6]2[C:11]([CH:2]=1)=[CH:10][C:9]([O:12][CH3:13])=[CH:8][CH:7]=2.